This data is from Reaction yield outcomes from USPTO patents with 853,638 reactions. The task is: Predict the reaction yield, written as a fraction of the theoretical maximum amount of product (1.0 means a 100% yield; for example, 0.34 means a 34% yield). The reactants are [NH2:1][C:2]1[N:11]=[C:10]2[C:5]([CH2:6][CH2:7][C:8]3[C:14]([C:15]([NH2:17])=[O:16])=[C:13]([C:18]4[CH:23]=[CH:22][CH:21]=[CH:20][CH:19]=4)[N:12]([CH3:24])[C:9]=32)=[CH:4][N:3]=1. The catalyst is [Pd]. The product is [NH2:1][C:2]1[N:3]=[CH:4][C:5]2[C:10]([N:11]=1)=[C:9]1[N:12]([CH3:24])[C:13]([C:18]3[CH:19]=[CH:20][CH:21]=[CH:22][CH:23]=3)=[C:14]([C:15]([NH2:17])=[O:16])[C:8]1=[CH:7][CH:6]=2. The yield is 0.850.